The task is: Predict the reaction yield, written as a fraction of the theoretical maximum amount of product (1.0 means a 100% yield; for example, 0.34 means a 34% yield).. This data is from Reaction yield outcomes from USPTO patents with 853,638 reactions. (1) The product is [CH3:14][C:2]([N+:15]([O-:17])=[O:16])([CH3:1])[CH2:3][C:4]1[N:8]2[CH:9]=[CH:10][C:11]([O:13][CH2:19][C:20]([NH2:22])=[O:21])=[CH:12][C:7]2=[N:6][CH:5]=1. The reactants are [CH3:1][C:2]([N+:15]([O-:17])=[O:16])([CH3:14])[CH2:3][C:4]1[N:8]2[CH:9]=[CH:10][C:11]([OH:13])=[CH:12][C:7]2=[N:6][CH:5]=1.Cl[CH2:19][C:20]([NH2:22])=[O:21].C(=O)([O-])[O-].[K+].[K+].[I-].[K+]. The yield is 0.340. The catalyst is CC(=O)CC. (2) The reactants are C1COCC1.[Br:6][C:7]1[CH:19]=[C:18]2[C:10]([C:11]3[C:12](=[O:36])[C:13]4[CH:26]=[CH:25][C:24]([O:27][CH2:28][C@H:29]5[CH2:33][O:32]C(C)(C)[O:30]5)=[CH:23][C:14]=4[C:15]([CH3:22])([CH3:21])[C:16]=3[N:17]2[CH3:20])=[CH:9][CH:8]=1.S(=O)(=O)(O)O.C(=O)([O-])O.[Na+]. The catalyst is C(OCC)C.CO. The product is [Br:6][C:7]1[CH:19]=[C:18]2[C:10]([C:11]3[C:12](=[O:36])[C:13]4[CH:26]=[CH:25][C:24]([O:27][CH2:28][C@H:29]([OH:30])[CH2:33][OH:32])=[CH:23][C:14]=4[C:15]([CH3:21])([CH3:22])[C:16]=3[N:17]2[CH3:20])=[CH:9][CH:8]=1. The yield is 0.840. (3) The reactants are I[C:2]1[CH:7]=[C:6]([S:8][CH3:9])[N:5]=[C:4]([CH3:10])[N:3]=1.[F:11][C:12]1[C:17]([Sn](CCCC)(CCCC)CCCC)=[N:16][CH:15]=[CH:14][N:13]=1. The catalyst is C1(C)C=CC=CC=1.C1C=CC([P]([Pd]([P](C2C=CC=CC=2)(C2C=CC=CC=2)C2C=CC=CC=2)([P](C2C=CC=CC=2)(C2C=CC=CC=2)C2C=CC=CC=2)[P](C2C=CC=CC=2)(C2C=CC=CC=2)C2C=CC=CC=2)(C2C=CC=CC=2)C2C=CC=CC=2)=CC=1. The product is [F:11][C:12]1[C:17]([C:2]2[CH:7]=[C:6]([S:8][CH3:9])[N:5]=[C:4]([CH3:10])[N:3]=2)=[N:16][CH:15]=[CH:14][N:13]=1. The yield is 0.120. (4) The reactants are [Cl:1][C:2]1[CH:3]=[C:4]([C:8]2[N:13]=[C:12]([CH3:14])[C:11]([CH2:15][CH3:16])=[C:10]([NH:17][C:18]3[CH:23]=[CH:22][C:21]([CH2:24][C:25]([O:27]C)=[O:26])=[CH:20][CH:19]=3)[CH:9]=2)[CH:5]=[CH:6][CH:7]=1.O.[OH-].[Li+].C1COCC1.Cl. The catalyst is O. The product is [Cl:1][C:2]1[CH:3]=[C:4]([C:8]2[N:13]=[C:12]([CH3:14])[C:11]([CH2:15][CH3:16])=[C:10]([NH:17][C:18]3[CH:19]=[CH:20][C:21]([CH2:24][C:25]([OH:27])=[O:26])=[CH:22][CH:23]=3)[CH:9]=2)[CH:5]=[CH:6][CH:7]=1. The yield is 0.910. (5) The reactants are [CH:1]1([C:4]([OH:6])=O)[CH2:3][CH2:2]1.C(N1[CH:18]=[CH:17]N=C1)(N1C=CN=C1)=O.Cl.[OH2:20].[CH3:21]N(C)C=O. No catalyst specified. The product is [CH:1]1([C:4](=[O:6])[CH2:21][C:17](=[O:20])[CH3:18])[CH2:3][CH2:2]1. The yield is 0.240.